Dataset: Forward reaction prediction with 1.9M reactions from USPTO patents (1976-2016). Task: Predict the product of the given reaction. (1) Given the reactants C[O:2][C:3](=[O:37])[C:4]1[CH:9]=[CH:8][C:7]([C:10]([CH2:34][CH:35]=[CH2:36])([CH2:14][O:15][C:16]2[CH:21]=[C:20]([CH3:22])[C:19]([C:23]3[CH:28]=[CH:27][C:26]([C:29]([F:32])([F:31])[F:30])=[CH:25][CH:24]=3)=[C:18]([CH3:33])[CH:17]=2)[CH2:11][CH:12]=[CH2:13])=[CH:6][CH:5]=1.[Li+].[OH-].Cl, predict the reaction product. The product is: [CH2:11]([C:10]([C:7]1[CH:6]=[CH:5][C:4]([C:3]([OH:37])=[O:2])=[CH:9][CH:8]=1)([CH2:14][O:15][C:16]1[CH:21]=[C:20]([CH3:22])[C:19]([C:23]2[CH:28]=[CH:27][C:26]([C:29]([F:31])([F:32])[F:30])=[CH:25][CH:24]=2)=[C:18]([CH3:33])[CH:17]=1)[CH2:34][CH:35]=[CH2:36])[CH:12]=[CH2:13]. (2) Given the reactants [CH:1]([C:3]1[CH:4]=[C:5]2[C:10](=[CH:11][CH:12]=1)/[C:9](=[N:13]/[OH:14])/[CH2:8][CH2:7][CH2:6]2)=[CH2:2].C([N-]C(C)C)(C)C.[Li+].[F:23][C:24]([F:36])([F:35])[C:25]1[CH:26]=[C:27]([CH:32]=[CH:33][CH:34]=1)[C:28](OC)=O.S(=O)(=O)(O)O, predict the reaction product. The product is: [F:23][C:24]([F:35])([F:36])[C:25]1[CH:26]=[C:27]([C:28]2[O:14][N:13]=[C:9]3[C:10]4[C:5]([CH2:6][CH2:7][C:8]=23)=[CH:4][C:3]([CH:1]=[CH2:2])=[CH:12][CH:11]=4)[CH:32]=[CH:33][CH:34]=1. (3) Given the reactants [F:1][C:2]([F:28])([F:27])[C:3]1[CH:4]=[C:5]([CH:20]=[C:21]([C:23]([F:26])([F:25])[F:24])[CH:22]=1)[CH2:6][O:7][CH2:8][C:9]([CH3:19])([C:13]1[CH:18]=[CH:17][CH:16]=[CH:15][CH:14]=1)[CH2:10][C:11]#[N:12].[C:29]([O-])([O-])=O.[K+].[K+].ClC(OC)=O.C(=O)([O-])N.[Li].[H-], predict the reaction product. The product is: [F:1][C:2]([F:27])([F:28])[C:3]1[CH:4]=[C:5]([CH:20]=[C:21]([C:23]([F:25])([F:24])[F:26])[CH:22]=1)[CH2:6][O:7][CH2:8][C:9]([CH3:19])([C:13]1[CH:18]=[CH:17][CH:16]=[CH:15][CH:14]=1)[CH2:10][CH2:11][NH:12][CH3:29]. (4) Given the reactants FC1C=C(C=CC=1F)/C=[CH:6]/[C:7]1[N:8]([C:18]2[CH:23]=[CH:22][C:21]([C:24]#[CH:25])=[CH:20][CH:19]=2)[C:9](=[O:17])[C:10]2[CH:16]=[CH:15][CH:14]=[N:13][C:11]=2[N:12]=1.[C:30]([O-])(O)=O.[Na+], predict the reaction product. The product is: [CH3:6][C:7]1([CH3:30])[NH:12][C:11]2[N:13]=[CH:14][CH:15]=[CH:16][C:10]=2[C:9](=[O:17])[N:8]1[C:18]1[CH:19]=[CH:20][C:21]([C:24]#[CH:25])=[CH:22][CH:23]=1. (5) Given the reactants [CH3:1][S@:2](=[O:24])([C:18]1[CH:23]=[CH:22][CH:21]=[CH:20][CH:19]=1)=[N:3][C:4](=[O:17])[C:5]1[CH:10]=[C:9]([C:11]#[C:12][Si](C)(C)C)[CH:8]=[N:7][CH:6]=1.Br[C:26]1[CH:34]=[C:33]2[C:29]([CH:30]=[CH:31][NH:32]2)=[CH:28][CH:27]=1, predict the reaction product. The product is: [NH:32]1[C:33]2[C:29](=[CH:28][CH:27]=[C:26]([C:12]#[C:11][C:9]3[CH:8]=[N:7][CH:6]=[C:5]([CH:10]=3)[C:4]([N:3]=[S@@:2]([CH3:1])(=[O:24])[C:18]3[CH:23]=[CH:22][CH:21]=[CH:20][CH:19]=3)=[O:17])[CH:34]=2)[CH:30]=[CH:31]1.